This data is from Reaction yield outcomes from USPTO patents with 853,638 reactions. The task is: Predict the reaction yield, written as a fraction of the theoretical maximum amount of product (1.0 means a 100% yield; for example, 0.34 means a 34% yield). The reactants are [CH2:1]([N:8]1[CH:17]=[C:16](Br)[C:15]2[C:10](=[CH:11][CH:12]=[CH:13][CH:14]=2)[C:9]1=[O:19])[C:2]1[CH:7]=[CH:6][CH:5]=[CH:4][CH:3]=1.[CH3:20][C:21]1[C:25](B2OC(C)(C)C(C)(C)O2)=[C:24]([CH3:35])[O:23][N:22]=1.C([O-])([O-])=O.[Na+].[Na+]. The catalyst is C1(C)C=CC=CC=1.C(O)C.O.C1C=CC([P]([Pd]([P](C2C=CC=CC=2)(C2C=CC=CC=2)C2C=CC=CC=2)([P](C2C=CC=CC=2)(C2C=CC=CC=2)C2C=CC=CC=2)[P](C2C=CC=CC=2)(C2C=CC=CC=2)C2C=CC=CC=2)(C2C=CC=CC=2)C2C=CC=CC=2)=CC=1. The product is [CH2:1]([N:8]1[CH:17]=[C:16]([C:25]2[C:21]([CH3:20])=[N:22][O:23][C:24]=2[CH3:35])[C:15]2[C:10](=[CH:11][CH:12]=[CH:13][CH:14]=2)[C:9]1=[O:19])[C:2]1[CH:7]=[CH:6][CH:5]=[CH:4][CH:3]=1. The yield is 0.420.